Predict which catalyst facilitates the given reaction. From a dataset of Catalyst prediction with 721,799 reactions and 888 catalyst types from USPTO. (1) Reactant: [NH2:1][C:2]1[C:15]([CH3:16])=[CH:14][C:5]([C:6]([NH:8][C:9]2[S:10][CH:11]=[CH:12][N:13]=2)=[O:7])=[CH:4][C:3]=1[Cl:17].N1C=CC=CC=1.[CH3:24][C:25]([CH3:31])([CH3:30])[CH2:26][C:27](Cl)=[O:28]. Product: [Cl:17][C:3]1[CH:4]=[C:5]([CH:14]=[C:15]([CH3:16])[C:2]=1[NH:1][C:27](=[O:28])[CH2:26][C:25]([CH3:31])([CH3:30])[CH3:24])[C:6]([NH:8][C:9]1[S:10][CH:11]=[CH:12][N:13]=1)=[O:7]. The catalyst class is: 26. (2) Reactant: [OH:1][C@@:2]1([C:9]#[C:10][C:11]2[CH:12]=[C:13]([N:17]3[C:25]4[C:20](=[CH:21][C:22]([C:26](=[O:29])[NH:27][CH3:28])=[CH:23][CH:24]=4)[C:19]([C:30]([O:32]C)=O)=[N:18]3)[CH:14]=[CH:15][CH:16]=2)[CH2:6][CH2:5][N:4]([CH3:7])[C:3]1=[O:8].[NH3:34]. Product: [OH:1][C@@:2]1([C:9]#[C:10][C:11]2[CH:12]=[C:13]([N:17]3[C:25]4[C:20](=[CH:21][C:22]([C:26]([NH:27][CH3:28])=[O:29])=[CH:23][CH:24]=4)[C:19]([C:30]([NH2:34])=[O:32])=[N:18]3)[CH:14]=[CH:15][CH:16]=2)[CH2:6][CH2:5][N:4]([CH3:7])[C:3]1=[O:8]. The catalyst class is: 5. (3) Reactant: [CH3:1][Si]([N-][Si](C)(C)C)(C)C.[K+].[CH2:11]([O:13][C:14]([N:16]1[CH2:22][C:21](=O)[C:20]2[CH:24]=[CH:25][S:26][C:19]=2[CH2:18][CH2:17]1)=[O:15])[CH3:12]. Product: [CH2:11]([O:13][C:14]([N:16]1[CH2:22][C:21](=[CH2:1])[C:20]2[CH:24]=[CH:25][S:26][C:19]=2[CH2:18][CH2:17]1)=[O:15])[CH3:12]. The catalyst class is: 307. (4) The catalyst class is: 173. Product: [C:1]1([CH:7]2[C:12](=[O:18])[NH:11][C:10]3[CH:13]=[CH:14][CH:15]=[CH:16][C:9]=3[S:8]2)[CH:2]=[CH:3][CH:4]=[CH:5][CH:6]=1. Reactant: [C:1]1([CH:7]2[CH2:12][NH:11][C:10]3[CH:13]=[CH:14][CH:15]=[CH:16][C:9]=3[S:8]2)[CH:6]=[CH:5][CH:4]=[CH:3][CH:2]=1.C[O:18]C(=O)C(Br)C1C=CC=CC=1.NC1C=CC=CC=1S.